This data is from Catalyst prediction with 721,799 reactions and 888 catalyst types from USPTO. The task is: Predict which catalyst facilitates the given reaction. (1) Reactant: [N+:1]([C:4]1[CH:5]=[C:6]([NH:10][C:11]2[N:18]=[CH:17][CH:16]=[CH:15][C:12]=2[CH:13]=O)[CH:7]=[CH:8][CH:9]=1)([O-:3])=[O:2].[N:19]1[CH:24]=[CH:23][CH:22]=[CH:21][C:20]=1[CH2:25][CH2:26][CH2:27][CH2:28][C:29](OCC)=[O:30].[Li+].CC([N-]C(C)C)C. Product: [N+:1]([C:4]1[CH:5]=[C:6]([N:10]2[C:11]3[C:12](=[CH:15][CH:16]=[CH:17][N:18]=3)[CH:13]=[C:28]([CH2:27][CH2:26][CH2:25][C:20]3[CH:21]=[CH:22][CH:23]=[CH:24][N:19]=3)[C:29]2=[O:30])[CH:7]=[CH:8][CH:9]=1)([O-:3])=[O:2]. The catalyst class is: 3. (2) Reactant: [CH:1]([C:4]1[CH:5]=[CH:6][C:7]2[C:12]([NH:13][C:14]3[CH:15]=[C:16]([CH:20]=[CH:21][CH:22]=3)[C:17](O)=[O:18])=[N:11][CH:10]=[N:9][C:8]=2[N:23]=1)([CH3:3])[CH3:2].[NH2:24][C:25]1[CH:30]=[CH:29][C:28]([S:31][C:32]2[CH:37]=[CH:36][C:35]([NH:38][C:39](=[O:45])[O:40][C:41]([CH3:44])([CH3:43])[CH3:42])=[CH:34][CH:33]=2)=[C:27]([NH:46][C:47]2[C:48]3[CH:56]=[CH:55][C:54]([CH:57]([CH3:59])[CH3:58])=[N:53][C:49]=3[N:50]=[CH:51][N:52]=2)[CH:26]=1.CN(C(ON1N=NC2C=CC=NC1=2)=[N+](C)C)C.F[P-](F)(F)(F)(F)F.CCN(C(C)C)C(C)C. Product: [CH:57]([C:54]1[CH:55]=[CH:56][C:48]2[C:47]([NH:46][C:27]3[CH:26]=[C:25]([NH:24][C:17](=[O:18])[C:16]4[CH:20]=[CH:21][CH:22]=[C:14]([NH:13][C:12]5[C:7]6[CH:6]=[CH:5][C:4]([CH:1]([CH3:2])[CH3:3])=[N:23][C:8]=6[N:9]=[CH:10][N:11]=5)[CH:15]=4)[CH:30]=[CH:29][C:28]=3[S:31][C:32]3[CH:37]=[CH:36][C:35]([NH:38][C:39](=[O:45])[O:40][C:41]([CH3:44])([CH3:43])[CH3:42])=[CH:34][CH:33]=3)=[N:52][CH:51]=[N:50][C:49]=2[N:53]=1)([CH3:59])[CH3:58]. The catalyst class is: 58. (3) Reactant: Br[CH2:2][C:3]([O:5][CH2:6][CH3:7])=[O:4].CCN(CC)CC.[Cl:15][C:16]1[CH:17]=[C:18]([C:26]2[O:30][N:29]=[C:28]([C:31]3[CH:32]=[CH:33][CH:34]=[C:35]4[C:39]=3[NH:38][CH:37]=[C:36]4[CH2:40][CH2:41][NH2:42])[N:27]=2)[CH:19]=[CH:20][C:21]=1[O:22][CH:23]([CH3:25])[CH3:24]. Product: [Cl:15][C:16]1[CH:17]=[C:18]([C:26]2[O:30][N:29]=[C:28]([C:31]3[CH:32]=[CH:33][CH:34]=[C:35]4[C:39]=3[NH:38][CH:37]=[C:36]4[CH2:40][CH2:41][NH:42][CH2:2][C:3]([O:5][CH2:6][CH3:7])=[O:4])[N:27]=2)[CH:19]=[CH:20][C:21]=1[O:22][CH:23]([CH3:24])[CH3:25]. The catalyst class is: 11. (4) Reactant: [CH2:1]([C:3]1[C:4]2[CH:20]=[CH:19][NH:18][C:5]=2[N:6]=[C:7]([C:9]2[CH:14]=[CH:13][C:12]([O:15][CH3:16])=[C:11]([F:17])[CH:10]=2)[N:8]=1)[CH3:2].[O-]P([O-])([O-])=O.[K+].[K+].[K+].[C:29]([O:33][C:34](=[O:36])[CH3:35])([CH3:32])([CH3:31])[CH3:30].CN[C@@H:39]1[CH2:44][CH2:43][CH2:42][CH2:41][C@H:40]1NC. Product: [C:29]([O:33][C:34](=[O:36])[CH2:35][C:39]1[CH:44]=[CH:43][C:42]([N:18]2[C:5]3[N:6]=[C:7]([C:9]4[CH:14]=[CH:13][C:12]([O:15][CH3:16])=[C:11]([F:17])[CH:10]=4)[N:8]=[C:3]([CH2:1][CH3:2])[C:4]=3[CH2:20][CH2:19]2)=[CH:41][CH:40]=1)([CH3:32])([CH3:31])[CH3:30]. The catalyst class is: 432. (5) Reactant: C(OC(=O)[NH:7][C:8]1[CH:13]=[C:12]([O:14][CH2:15][CH3:16])[C:11]([C:17]([F:20])([F:19])[F:18])=[CH:10][C:9]=1[NH:21][C:22](=[O:38])[CH2:23][C:24](=O)[C:25]1[CH:30]=[CH:29][CH:28]=[C:27]([C:31]2[CH:36]=[CH:35][CH:34]=[CH:33][N:32]=2)[CH:26]=1)(C)(C)C.C(O)(C(F)(F)F)=O. Product: [CH2:15]([O:14][C:12]1[C:11]([C:17]([F:20])([F:19])[F:18])=[CH:10][C:9]2[NH:21][C:22](=[O:38])[CH2:23][C:24]([C:25]3[CH:30]=[CH:29][CH:28]=[C:27]([C:31]4[CH:36]=[CH:35][CH:34]=[CH:33][N:32]=4)[CH:26]=3)=[N:7][C:8]=2[CH:13]=1)[CH3:16]. The catalyst class is: 2. (6) Reactant: C(N(CC)CC)C.[CH3:8][N:9]1[C:17]2[C:12](=[CH:13][CH:14]=[CH:15][CH:16]=2)[C:11]([CH:18]=[O:19])=[N:10]1.[CH:20](=[N:27][C:28]1[CH:29]=[C:30]([CH:35]=[C:36]([O:38][CH3:39])[CH:37]=1)[O:31][CH2:32][CH2:33][OH:34])[C:21]1[CH:26]=[CH:25][CH:24]=[CH:23][CH:22]=1. Product: [OH:34][CH2:33][CH2:32][O:31][C:30]1[CH:29]=[C:28]([NH:27][CH:20]([C:21]2[CH:26]=[CH:25][CH:24]=[CH:23][CH:22]=2)[C:18]([C:11]2[C:12]3[C:17](=[CH:16][CH:15]=[CH:14][CH:13]=3)[N:9]([CH3:8])[N:10]=2)=[O:19])[CH:37]=[C:36]([O:38][CH3:39])[CH:35]=1. The catalyst class is: 433. (7) Reactant: O=P(Cl)(Cl)Cl.[Br:6][C:7]1[CH:13]=[CH:12][C:10]([NH2:11])=[CH:9][C:8]=1[O:14][CH3:15].[C:16](O)(=[O:21])[CH2:17][C:18](O)=[O:19]. Product: [Br:6][C:7]1[CH:13]=[C:12]2[C:10](=[CH:9][C:8]=1[O:14][CH3:15])[NH:11][C:18](=[O:19])[CH:17]=[C:16]2[OH:21]. The catalyst class is: 6. (8) Reactant: [Cl:1][C:2]1[N:3]=[CH:4][C:5]2[NH:11][C:10](=[O:12])[C:9]([CH3:14])([CH3:13])[CH2:8][N:7]([CH:15]3[CH2:19][CH2:18][CH2:17][CH2:16]3)[C:6]=2[N:20]=1.IC.[C:23](=O)([O-])[O-].[Cs+].[Cs+]. Product: [Cl:1][C:2]1[N:3]=[CH:4][C:5]2[N:11]([CH3:23])[C:10](=[O:12])[C:9]([CH3:13])([CH3:14])[CH2:8][N:7]([CH:15]3[CH2:16][CH2:17][CH2:18][CH2:19]3)[C:6]=2[N:20]=1. The catalyst class is: 9. (9) Reactant: C[O:2][C:3](=O)[C:4]1[CH:9]=[CH:8][C:7]([C:10]2[S:11][C:12]3[CH:18]=[CH:17][CH:16]=[CH:15][C:13]=3[N:14]=2)=[CH:6][CH:5]=1.CC(C[AlH]CC(C)C)C.C(C(C(C([O-])=O)O)O)([O-])=O.[K+].[Na+]. Product: [S:11]1[C:12]2[CH:18]=[CH:17][CH:16]=[CH:15][C:13]=2[N:14]=[C:10]1[C:7]1[CH:8]=[CH:9][C:4]([CH2:3][OH:2])=[CH:5][CH:6]=1. The catalyst class is: 1.